This data is from Full USPTO retrosynthesis dataset with 1.9M reactions from patents (1976-2016). The task is: Predict the reactants needed to synthesize the given product. (1) Given the product [CH2:1]([CH:8]1[CH2:14][N:13]([CH2:28][C:29]([O:31][C:32]([CH3:35])([CH3:34])[CH3:33])=[O:30])[C:12](=[O:15])[CH2:11][N:10]([S:16]([C:19]2[CH:20]=[CH:21][C:22]([Cl:25])=[CH:23][CH:24]=2)(=[O:17])=[O:18])[C:9]1=[O:26])[C:2]1[CH:3]=[CH:4][CH:5]=[CH:6][CH:7]=1, predict the reactants needed to synthesize it. The reactants are: [CH2:1]([CH:8]1[CH2:14][NH:13][C:12](=[O:15])[CH2:11][N:10]([S:16]([C:19]2[CH:24]=[CH:23][C:22]([Cl:25])=[CH:21][CH:20]=2)(=[O:18])=[O:17])[C:9]1=[O:26])[C:2]1[CH:7]=[CH:6][CH:5]=[CH:4][CH:3]=1.Br[CH2:28][C:29]([O:31][C:32]([CH3:35])([CH3:34])[CH3:33])=[O:30].[H-].[Na+]. (2) Given the product [Cl:14][C:11]1[CH:10]=[CH:9][C:3]([O:4][CH2:5][CH2:6][CH2:7][NH2:8])=[CH:2][CH:12]=1, predict the reactants needed to synthesize it. The reactants are: Cl[C:2]1[CH:12]=[CH:11][CH:10]=[C:9](Cl)[C:3]=1[O:4][CH2:5][CH2:6][CH2:7][NH2:8].[Cl:14]C1C=CC=C(Cl)C=1O.ClC1C=CC(O)=CC=1.